From a dataset of Catalyst prediction with 721,799 reactions and 888 catalyst types from USPTO. Predict which catalyst facilitates the given reaction. (1) Reactant: [C:1]1([CH2:7][CH2:8][S:9]([N:12]2[CH2:17][CH2:16][CH:15]([CH2:18][NH2:19])[CH2:14][CH2:13]2)(=[O:11])=[O:10])[CH:6]=[CH:5][CH:4]=[CH:3][CH:2]=1.CO[C:22]([C:24]1[C:29](Br)=[N:28][CH:27]=[CH:26][N:25]=1)=O.C([BH-](C(CC)C)C(CC)C)(CC)C.[Li+]. The catalyst class is: 1. Product: [CH3:22][C:24]1[C:29]([NH:19][CH2:18][CH:15]2[CH2:14][CH2:13][N:12]([S:9]([CH2:8][CH2:7][C:1]3[CH:6]=[CH:5][CH:4]=[CH:3][CH:2]=3)(=[O:10])=[O:11])[CH2:17][CH2:16]2)=[N:28][CH:27]=[CH:26][N:25]=1. (2) Reactant: O[CH:2]([CH:9]=[CH:10][C:11]1[CH:16]=[CH:15][CH:14]=[C:13]([N+:17]([O-:19])=[O:18])[CH:12]=1)[CH2:3][C:4]([O:6][CH2:7][CH3:8])=[O:5].C(N(CC)CC)C.CS(Cl)(=O)=O.C1CCN2C(=NCCC2)CC1. Product: [N+:17]([C:13]1[CH:12]=[C:11]([CH:10]=[CH:9][CH:2]=[CH:3][C:4]([O:6][CH2:7][CH3:8])=[O:5])[CH:16]=[CH:15][CH:14]=1)([O-:19])=[O:18]. The catalyst class is: 13. (3) Reactant: [C:1]([C:3]1[C:11]2[C:6](=[CH:7][C:8]([C:12](Cl)=[O:13])=[CH:9][CH:10]=2)[N:5]([CH2:15][CH3:16])[CH:4]=1)#[N:2].[NH2:17][C:18]1[CH:23]=[CH:22][CH:21]=[CH:20][CH:19]=1.CCOC(C)=O.C(Cl)Cl. Product: [C:18]1([NH:17][C:12]([C:8]2[CH:7]=[C:6]3[C:11]([C:3]([C:1]#[N:2])=[CH:4][N:5]3[CH2:15][CH3:16])=[CH:10][CH:9]=2)=[O:13])[CH:23]=[CH:22][CH:21]=[CH:20][CH:19]=1. The catalyst class is: 20.